The task is: Predict the reaction yield, written as a fraction of the theoretical maximum amount of product (1.0 means a 100% yield; for example, 0.34 means a 34% yield).. This data is from Reaction yield outcomes from USPTO patents with 853,638 reactions. (1) The reactants are [Cl:1][C:2]1[CH:29]=[CH:28][C:5]([O:6][CH2:7][C@@H:8]([F:27])[CH2:9][O:10][C:11]2[CH:12]=[C:13]([CH2:17][C@H:18]([O:23][CH:24]([CH3:26])[CH3:25])[C:19]([O:21]C)=[O:20])[CH:14]=[CH:15][CH:16]=2)=[C:4]([C:30]#[N:31])[CH:3]=1.C(OC)(C)(C)C.Cl. The catalyst is O1CCCC1.O.[OH-].[Na+]. The product is [Cl:1][C:2]1[CH:29]=[CH:28][C:5]([O:6][CH2:7][C@@H:8]([F:27])[CH2:9][O:10][C:11]2[CH:12]=[C:13]([CH2:17][C@H:18]([O:23][CH:24]([CH3:26])[CH3:25])[C:19]([OH:21])=[O:20])[CH:14]=[CH:15][CH:16]=2)=[C:4]([C:30]#[N:31])[CH:3]=1. The yield is 0.900. (2) The reactants are [Cl:1][C:2]1[C:11]([C:12]2[CH:17]=[CH:16][CH:15]=[CH:14][N:13]=2)=[CH:10][C:9]2[N:8]([CH2:18][C:19]([F:22])([F:21])[F:20])[C:7](=[O:23])[C:6]3[CH:24]=[N:25][NH:26][C:5]=3[C:4]=2[CH:3]=1.Cl.O1CCOCC1. The catalyst is C(Cl)Cl.CO. The product is [ClH:1].[Cl:1][C:2]1[C:11]([C:12]2[CH:17]=[CH:16][CH:15]=[CH:14][N:13]=2)=[CH:10][C:9]2[N:8]([CH2:18][C:19]([F:21])([F:22])[F:20])[C:7](=[O:23])[C:6]3[CH:24]=[N:25][NH:26][C:5]=3[C:4]=2[CH:3]=1. The yield is 0.720. (3) The reactants are [Si:1]([O:18][CH2:19][C@@H:20]1[CH2:22][C@H:21]1[CH2:23][OH:24])([C:14]([CH3:17])([CH3:16])[CH3:15])([C:8]1[CH:13]=[CH:12][CH:11]=[CH:10][CH:9]=1)[C:2]1[CH:7]=[CH:6][CH:5]=[CH:4][CH:3]=1.[CH3:25][S:26](Cl)(=[O:28])=[O:27].C1COCC1. The catalyst is O. The product is [CH3:25][S:26]([O:24][CH2:23][C@@H:21]1[CH2:22][C@H:20]1[CH2:19][O:18][Si:1]([C:14]([CH3:17])([CH3:16])[CH3:15])([C:8]1[CH:9]=[CH:10][CH:11]=[CH:12][CH:13]=1)[C:2]1[CH:3]=[CH:4][CH:5]=[CH:6][CH:7]=1)(=[O:28])=[O:27]. The yield is 1.00. (4) The reactants are Cl[C:2]1[N:3]=[CH:4][C:5]2[S:10][CH:9]=[C:8]([C:11]([NH:13][C:14]3[CH:23]=[CH:22][C:21]4[C:16](=[CH:17][CH:18]=[CH:19][N:20]=4)[N:15]=3)=[O:12])[C:6]=2[N:7]=1.[C@@H:24]1([NH2:31])[CH2:29][CH2:28][CH2:27][CH2:26][C@@H:25]1[NH2:30]. The catalyst is C1COCC1.CCOC(C)=O. The product is [N:15]1[C:16]2[C:21](=[N:20][CH:19]=[CH:18][CH:17]=2)[CH:22]=[CH:23][C:14]=1[NH:13][C:11]([C:8]1[C:6]2[N:7]=[C:2]([NH:30][C@@H:25]3[CH2:26][CH2:27][CH2:28][CH2:29][C@@H:24]3[NH2:31])[N:3]=[CH:4][C:5]=2[S:10][CH:9]=1)=[O:12]. The yield is 0.201. (5) The reactants are [F:1][C:2]1[CH:7]=[CH:6][C:5]([F:8])=[CH:4][CH:3]=1.N1([C:15](=[O:25])[C@@H:16]([O:18][CH:19]2[CH2:24][CH2:23][CH2:22][CH2:21][O:20]2)[CH3:17])CCOCC1.C(NC(C)C)(C)C.[Li]. The catalyst is C1COCC1.C1COCC1.CCCCCCC. The product is [F:1][C:2]1[CH:7]=[CH:6][C:5]([F:8])=[CH:4][C:3]=1[C:15](=[O:25])[C@@H:16]([O:18][CH:19]1[CH2:24][CH2:23][CH2:22][CH2:21][O:20]1)[CH3:17]. The yield is 0.448. (6) The reactants are [C:1]([C:5]1[O:6][C:7]2[C:13]([S:14](Cl)(=[O:16])=[O:15])=[C:12]([Cl:18])[CH:11]=[CH:10][C:8]=2[N:9]=1)([CH3:4])([CH3:3])[CH3:2].C(N(CC)CC)C.[C:26]([O:30][C:31](=[O:38])[NH:32][C@@H:33]1[CH2:37][CH2:36][NH:35][CH2:34]1)([CH3:29])([CH3:28])[CH3:27]. The catalyst is C1COCC1. The product is [C:26]([O:30][C:31](=[O:38])[NH:32][C@@H:33]1[CH2:37][CH2:36][N:35]([S:14]([C:13]2[C:7]3[O:6][C:5]([C:1]([CH3:4])([CH3:3])[CH3:2])=[N:9][C:8]=3[CH:10]=[CH:11][C:12]=2[Cl:18])(=[O:16])=[O:15])[CH2:34]1)([CH3:29])([CH3:27])[CH3:28]. The yield is 0.670.